From a dataset of Reaction yield outcomes from USPTO patents with 853,638 reactions. Predict the reaction yield, written as a fraction of the theoretical maximum amount of product (1.0 means a 100% yield; for example, 0.34 means a 34% yield). The reactants are [CH2:1]([O:5][C:6]1[CH:10]=[C:9]([CH2:11][CH2:12][S:13]([NH2:16])(=[O:15])=[O:14])[N:8]([CH2:17][C:18]2[CH:23]=[CH:22][C:21]([Cl:24])=[CH:20][C:19]=2[Cl:25])[N:7]=1)[CH2:2][CH2:3][CH3:4].C(N(CC)C(C)C)(C)C.Cl[C:36]([O:38][CH2:39][C:40]([CH3:43])([CH3:42])[CH3:41])=[O:37]. The catalyst is CN(C)C1C=CN=CC=1.CN(C)C(=O)C. The product is [CH2:1]([O:5][C:6]1[CH:10]=[C:9]([CH2:11][CH2:12][S:13]([NH:16][C:36](=[O:37])[O:38][CH2:39][C:40]([CH3:43])([CH3:42])[CH3:41])(=[O:14])=[O:15])[N:8]([CH2:17][C:18]2[CH:23]=[CH:22][C:21]([Cl:24])=[CH:20][C:19]=2[Cl:25])[N:7]=1)[CH2:2][CH2:3][CH3:4]. The yield is 0.390.